This data is from Full USPTO retrosynthesis dataset with 1.9M reactions from patents (1976-2016). The task is: Predict the reactants needed to synthesize the given product. (1) Given the product [Si:1]([O:18][CH2:19][C:20]1[N:25]=[C:24]2[C:26]([C:29]([NH:50][CH2:49][C:48]3[CH:51]=[CH:52][C:45]([C:44]#[N:43])=[CH:46][CH:47]=3)=[O:31])=[N:27][O:28][C:23]2=[C:22]([Cl:34])[C:21]=1[N:35]1[CH2:40][C@H:39]([CH3:41])[O:38][C@H:37]([CH3:42])[CH2:36]1)([C:14]([CH3:17])([CH3:16])[CH3:15])([C:2]1[CH:7]=[CH:6][CH:5]=[CH:4][CH:3]=1)[C:8]1[CH:9]=[CH:10][CH:11]=[CH:12][CH:13]=1, predict the reactants needed to synthesize it. The reactants are: [Si:1]([O:18][CH2:19][C:20]1[N:25]=[C:24]2[C:26]([C:29]([O:31]CC)=O)=[N:27][O:28][C:23]2=[C:22]([Cl:34])[C:21]=1[N:35]1[CH2:40][C@H:39]([CH3:41])[O:38][C@H:37]([CH3:42])[CH2:36]1)([C:14]([CH3:17])([CH3:16])[CH3:15])([C:8]1[CH:13]=[CH:12][CH:11]=[CH:10][CH:9]=1)[C:2]1[CH:7]=[CH:6][CH:5]=[CH:4][CH:3]=1.[NH2:43][CH2:44][C:45]1[CH:52]=[CH:51][C:48]([C:49]#[N:50])=[CH:47][CH:46]=1. (2) Given the product [Cl:26][C:24]1[CH:23]=[CH:22][C:21]([O:27][CH2:28][C:29]2[CH:34]=[CH:33][C:32]([Cl:35])=[CH:31][C:30]=2[F:36])=[C:20]([CH:25]=1)[CH2:19][N:5]1[C:6]2[CH:7]=[CH:8][CH:9]=[C:10]([C:12]([O:14][CH3:15])=[O:13])[C:11]=2[C:3]([CH:1]=[O:2])=[N:4]1, predict the reactants needed to synthesize it. The reactants are: [CH:1]([C:3]1[C:11]2[C:10]([C:12]([O:14][CH3:15])=[O:13])=[CH:9][CH:8]=[CH:7][C:6]=2[NH:5][N:4]=1)=[O:2].[H-].[Na+].Br[CH2:19][C:20]1[CH:25]=[C:24]([Cl:26])[CH:23]=[CH:22][C:21]=1[O:27][CH2:28][C:29]1[CH:34]=[CH:33][C:32]([Cl:35])=[CH:31][C:30]=1[F:36].O. (3) Given the product [CH2:1]([N:8]1[C:14]([CH3:18])([CH3:17])[CH2:15][O:16][CH:10]([CH3:11])[C:9]1=[O:13])[C:2]1[CH:7]=[CH:6][CH:5]=[CH:4][CH:3]=1, predict the reactants needed to synthesize it. The reactants are: [CH2:1]([N:8]([C:14]([CH3:18])([CH3:17])[CH2:15][OH:16])[C:9](=[O:13])[CH:10](Cl)[CH3:11])[C:2]1[CH:7]=[CH:6][CH:5]=[CH:4][CH:3]=1.CC(C)([O-])C.[K+]. (4) Given the product [NH2:13][C:11]1[CH:10]=[CH:9][C:8]2[N:3]([CH2:1][CH3:2])[C:4](=[O:22])[CH:5]([C:16]3[CH:21]=[CH:20][CH:19]=[CH:18][CH:17]=3)[O:6][C:7]=2[CH:12]=1, predict the reactants needed to synthesize it. The reactants are: [CH2:1]([N:3]1[C:8]2[CH:9]=[CH:10][C:11]([N+:13]([O-])=O)=[CH:12][C:7]=2[O:6][CH:5]([C:16]2[CH:21]=[CH:20][CH:19]=[CH:18][CH:17]=2)[C:4]1=[O:22])[CH3:2].[H][H]. (5) Given the product [C:9]([C@@H:11]([NH:13][C:14]([C@@H:16]([N:18]([CH3:33])[C:19]([C@@H:21]1[CH2:25][CH2:24][CH2:23][N:22]1[C:26]([O:28][C:29]([CH3:30])([CH3:32])[CH3:31])=[O:27])=[O:20])[CH3:17])=[O:15])[CH3:12])([OH:10])=[O:8], predict the reactants needed to synthesize it. The reactants are: C([O:8][C:9]([C@@H:11]([NH:13][C:14]([C@@H:16]([N:18]([CH3:33])[C:19]([C@@H:21]1[CH2:25][CH2:24][CH2:23][N:22]1[C:26]([O:28][C:29]([CH3:32])([CH3:31])[CH3:30])=[O:27])=[O:20])[CH3:17])=[O:15])[CH3:12])=[O:10])C1C=CC=CC=1.[H][H]. (6) Given the product [CH2:15]([N:11]1[C:12]2[C:7](=[C:6]([OH:33])[C:5]([C:3]([NH:34][CH2:35][CH2:36][C:37]([OH:39])=[O:38])=[O:4])=[N:14][CH:13]=2)[CH:8]=[C:9]([C:23]2[CH:28]=[CH:27][C:26]([C:29]([F:31])([F:32])[F:30])=[CH:25][CH:24]=2)[C:10]1=[O:22])[C:16]1[CH:21]=[CH:20][CH:19]=[CH:18][CH:17]=1, predict the reactants needed to synthesize it. The reactants are: CO[C:3]([C:5]1[C:6]([OH:33])=[C:7]2[C:12](=[CH:13][N:14]=1)[N:11]([CH2:15][C:16]1[CH:21]=[CH:20][CH:19]=[CH:18][CH:17]=1)[C:10](=[O:22])[C:9]([C:23]1[CH:28]=[CH:27][C:26]([C:29]([F:32])([F:31])[F:30])=[CH:25][CH:24]=1)=[CH:8]2)=[O:4].[NH2:34][CH2:35][CH2:36][C:37]([OH:39])=[O:38].C[O-].[Na+].